This data is from Forward reaction prediction with 1.9M reactions from USPTO patents (1976-2016). The task is: Predict the product of the given reaction. (1) Given the reactants I[C:2]1[CH:3]=[N:4][CH:5]=[CH:6][C:7]=1[C:8]1[O:9][C:10]2[CH:16]=[CH:15][C:14]([C:17]([F:20])([F:19])[F:18])=[CH:13][C:11]=2[N:12]=1.[Cu][C:22]#[N:23].CN1CCCC1=O.O, predict the reaction product. The product is: [C:22]([C:2]1[CH:3]=[N:4][CH:5]=[CH:6][C:7]=1[C:8]1[O:9][C:10]2[CH:16]=[CH:15][C:14]([C:17]([F:20])([F:19])[F:18])=[CH:13][C:11]=2[N:12]=1)#[N:23]. (2) Given the reactants [NH:1]1[C:5]2[CH2:6][CH2:7][O:8][CH2:9][C:4]=2[C:3]([C:10]([OH:12])=[O:11])=[N:2]1.Cl.O1CCO[CH2:16][CH2:15]1, predict the reaction product. The product is: [NH:1]1[C:5]2[CH2:6][CH2:7][O:8][CH2:9][C:4]=2[C:3]([C:10]([O:12][CH2:15][CH3:16])=[O:11])=[N:2]1. (3) Given the reactants C1([C@H]([N:9]2[CH2:14][CH2:13][O:12][C@@H:11]([C:15]3[CH:20]=[CH:19][C:18]([NH:21][C:22](=[O:24])[CH3:23])=[CH:17][CH:16]=3)[CH2:10]2)C)C=CC=CC=1.C([O-])=O.[NH4+].O1CCCC1.CO, predict the reaction product. The product is: [NH:9]1[CH2:14][CH2:13][O:12][C@@H:11]([C:15]2[CH:16]=[CH:17][C:18]([NH:21][C:22](=[O:24])[CH3:23])=[CH:19][CH:20]=2)[CH2:10]1. (4) Given the reactants [NH2:1][C:2]1([CH2:19][CH2:20][OH:21])[C:15]2[CH:14]=[C:13]([Cl:16])[N:12]=[C:11]([F:17])[C:10]=2[O:9][C:8]2[C:3]1=[CH:4][C:5]([Br:18])=[CH:6][CH:7]=2.C([O-])(=O)C.[Na+].[N:27]#[C:28]Br, predict the reaction product. The product is: [Br:18][C:5]1[CH:4]=[C:3]2[C:2]3([CH2:19][CH2:20][O:21][C:28]([NH2:27])=[N:1]3)[C:15]3[CH:14]=[C:13]([Cl:16])[N:12]=[C:11]([F:17])[C:10]=3[O:9][C:8]2=[CH:7][CH:6]=1. (5) Given the reactants [CH2:1]([N:8]1[CH2:12][CH2:11][N:10]([C@@H:13]([C:58]([CH3:61])([CH3:60])[CH3:59])[C:14]([NH:16][C@@H:17]([CH2:51][C:52]2[CH:57]=[CH:56][CH:55]=[CH:54][CH:53]=2)[C@@H:18]([O:47][CH2:48]SC)[CH2:19][C@@H:20]([NH:34][C:35](=[O:46])[C@H:36]([C:42]([CH3:45])([CH3:44])[CH3:43])[NH:37][C:38]([O:40][CH3:41])=[O:39])[CH2:21][C:22]2[CH:27]=[CH:26][C:25]([C:28]3[CH:33]=[CH:32][CH:31]=[CH:30][N:29]=3)=[CH:24][CH:23]=2)=[O:15])[C:9]1=[O:62])[C:2]1[CH:7]=[CH:6][CH:5]=[CH:4][CH:3]=1.Cl.[CH3:64][N:65]([CH3:70])[CH2:66][C:67]([OH:69])=[O:68].IN1C(=O)CCC1=O.Cl, predict the reaction product. The product is: [CH3:64][N:65]([CH2:66][C:67]([O:69][CH2:48][O:47][C@H:18]([C@@H:17]([NH:16][C:14](=[O:15])[C@@H:13]([N:10]1[CH2:11][CH2:12][N:8]([CH2:1][C:2]2[CH:3]=[CH:4][CH:5]=[CH:6][CH:7]=2)[C:9]1=[O:62])[C:58]([CH3:61])([CH3:60])[CH3:59])[CH2:51][C:52]1[CH:57]=[CH:56][CH:55]=[CH:54][CH:53]=1)[CH2:19][C@H:20]([CH2:21][C:22]1[CH:27]=[CH:26][C:25]([C:28]2[CH:33]=[CH:32][CH:31]=[CH:30][N:29]=2)=[CH:24][CH:23]=1)[NH:34][C:35](=[O:46])[C@H:36]([C:42]([CH3:45])([CH3:43])[CH3:44])[NH:37][C:38](=[O:39])[O:40][CH3:41])=[O:68])[CH3:70]. (6) Given the reactants [O:1]=[C:2]1[CH2:7][CH2:6][CH2:5][CH:4]([C:8]([O:10][CH3:11])=[O:9])[CH2:3]1.[CH2:12](O)[CH2:13][C:14]1[CH:19]=[CH:18][CH:17]=[CH:16][CH:15]=1.[Bi](Cl)(Cl)Cl.C([SiH](CC)CC)C, predict the reaction product. The product is: [C:14]1([CH2:13][CH2:12][O:1][CH:2]2[CH2:7][CH2:6][CH2:5][CH:4]([C:8]([O:10][CH3:11])=[O:9])[CH2:3]2)[CH:19]=[CH:18][CH:17]=[CH:16][CH:15]=1. (7) The product is: [F:22][CH:23]1[CH2:28][CH2:27][N:26]([C:29]([C:31]2[N:32]=[C:33]([C:36]([NH:38][CH2:39][C:40]([OH:43])([CH3:41])[CH3:42])=[O:37])[S:34][C:35]=2[C:2]2[CH:11]=[CH:10][C:9]([C:12]([OH:21])([C:17]([F:19])([F:20])[F:18])[C:13]([F:14])([F:16])[F:15])=[C:8]3[C:3]=2[CH:4]=[CH:5][CH:6]=[N:7]3)=[O:30])[CH2:25][CH2:24]1. Given the reactants Br[C:2]1[CH:11]=[CH:10][C:9]([C:12]([OH:21])([C:17]([F:20])([F:19])[F:18])[C:13]([F:16])([F:15])[F:14])=[C:8]2[C:3]=1[CH:4]=[CH:5][CH:6]=[N:7]2.[F:22][CH:23]1[CH2:28][CH2:27][N:26]([C:29]([C:31]2[N:32]=[C:33]([C:36]([NH:38][CH2:39][C:40]([OH:43])([CH3:42])[CH3:41])=[O:37])[S:34][CH:35]=2)=[O:30])[CH2:25][CH2:24]1.CC(OC1C=CC=C(OC(C)C)C=1C1C(P(C2CCCCC2)C2CCCCC2)=CC=CC=1)C.CC([O-])=O.[K+].C(O)(=O)C(C)(C)C, predict the reaction product. (8) Given the reactants [CH2:1]([O:5][C:6]([CH3:9])([CH3:8])[CH3:7])[CH:2]1[O:4][CH2:3]1.O, predict the reaction product. The product is: [CH2:1]([O:5][C:6]([CH3:9])([CH3:8])[CH3:7])[C@H:2]1[O:4][CH2:3]1.